From a dataset of Forward reaction prediction with 1.9M reactions from USPTO patents (1976-2016). Predict the product of the given reaction. (1) Given the reactants [I:1][C:2]1[CH:3]=[C:4]([NH:8][C:9]2[C:18]3[C:13](=[CH:14][CH:15]=[C:16]([NH2:19])[CH:17]=3)[N:12]=[CH:11][N:10]=2)[CH:5]=[CH:6][CH:7]=1.Br/C(=C\C)/C(O)=O.CNC.ClC1C=C(NC2C3C(=CC=C(N[C:51](=[O:58])[CH:52]=[CH:53][CH2:54][N:55]([CH3:57])[CH3:56])C=3)N=CN=2)C(F)=CC=1Cl, predict the reaction product. The product is: [I:1][C:2]1[CH:3]=[C:4]([NH:8][C:9]2[C:18]3[C:13](=[CH:14][CH:15]=[C:16]([NH:19][C:51](=[O:58])[CH:52]=[CH:53][CH2:54][N:55]([CH3:57])[CH3:56])[CH:17]=3)[N:12]=[CH:11][N:10]=2)[CH:5]=[CH:6][CH:7]=1. (2) Given the reactants Br[CH2:2][C:3]1[CH:4]=[CH:5][C:6]2[S:10][CH:9]=[C:8]([C:11]3[CH:23]=[CH:22][C:14]([O:15][CH:16]4[CH2:21][CH2:20][O:19][CH2:18][CH2:17]4)=[CH:13][C:12]=3[CH3:24])[C:7]=2[CH:25]=1.[OH:26][C:27]1[N:32]=[CH:31][C:30]([CH:33]([C:40]#[C:41][CH3:42])[CH2:34][C:35]([O:37][CH2:38][CH3:39])=[O:36])=[CH:29][CH:28]=1, predict the reaction product. The product is: [CH3:24][C:12]1[CH:13]=[C:14]([O:15][CH:16]2[CH2:21][CH2:20][O:19][CH2:18][CH2:17]2)[CH:22]=[CH:23][C:11]=1[C:8]1[C:7]2[CH:25]=[C:3]([CH2:2][O:26][C:27]3[N:32]=[CH:31][C:30]([CH:33]([C:40]#[C:41][CH3:42])[CH2:34][C:35]([O:37][CH2:38][CH3:39])=[O:36])=[CH:29][CH:28]=3)[CH:4]=[CH:5][C:6]=2[S:10][CH:9]=1. (3) Given the reactants N#N.[Cl:3][C:4]1[CH:30]=[CH:29][C:7]2[NH:8][C:9]([C@H:11]([NH:21]C(=O)OC(C)(C)C)[CH2:12][C:13]3[CH:18]=[CH:17][C:16]([O:19][CH3:20])=[CH:15][CH:14]=3)=[N:10][C:6]=2[CH:5]=1.[ClH:31], predict the reaction product. The product is: [ClH:3].[ClH:31].[Cl:3][C:4]1[CH:30]=[CH:29][C:7]2[NH:8][C:9]([C@H:11]([NH2:21])[CH2:12][C:13]3[CH:14]=[CH:15][C:16]([O:19][CH3:20])=[CH:17][CH:18]=3)=[N:10][C:6]=2[CH:5]=1. (4) Given the reactants Cl[C:2]([C@:4]12[CH2:39][CH2:38][C@@H:37]([C:40]([CH2:42][O:43][CH2:44][CH2:45][N:46]3[CH2:51][CH2:50][O:49][CH2:48][CH2:47]3)=[CH2:41])[C@@H:5]1[C@@H:6]1[C@@:19]([CH3:22])([CH2:20][CH2:21]2)[C@@:18]2([CH3:23])[C@@H:9]([C@:10]3([CH3:36])[C@@H:15]([CH2:16][CH2:17]2)[C:14]([CH3:25])([CH3:24])[C:13]([C:26]2[CH:35]=[CH:34][C:29]([C:30]([O:32][CH3:33])=[O:31])=[CH:28][CH:27]=2)=[CH:12][CH2:11]3)[CH2:8][CH2:7]1)=[O:3].C(OC(=O)CCNC([C@]12CC[C@@H](C(COCCN3CCOCC3)=C)[C@@H]1[C@@H]1[C@@](C)(CC2)[C@@]2(C)[C@@H]([C@]3(C)[C@@H](CC2)C(C)(C)C(C2C=CC(C(OC)=O)=CC=2)=CC3)CC1)=O)C.[NH2:110][CH2:111][CH2:112][CH2:113][N:114]1[CH2:118][CH2:117][CH2:116][C:115]1=[O:119].C(N(C(C)C)CC)(C)C, predict the reaction product. The product is: [CH3:22][C@:19]12[C@@:18]3([CH3:23])[C@@H:9]([C@:10]4([CH3:36])[C@@H:15]([CH2:16][CH2:17]3)[C:14]([CH3:25])([CH3:24])[C:13]([C:26]3[CH:27]=[CH:28][C:29]([C:30]([O:32][CH3:33])=[O:31])=[CH:34][CH:35]=3)=[CH:12][CH2:11]4)[CH2:8][CH2:7][C@@H:6]1[C@H:5]1[C@H:37]([C:40]([CH2:42][O:43][CH2:44][CH2:45][N:46]3[CH2:47][CH2:48][O:49][CH2:50][CH2:51]3)=[CH2:41])[CH2:38][CH2:39][C@:4]1([C:2](=[O:3])[NH:110][CH2:111][CH2:112][CH2:113][N:114]1[CH2:118][CH2:117][CH2:116][C:115]1=[O:119])[CH2:21][CH2:20]2.